This data is from Reaction yield outcomes from USPTO patents with 853,638 reactions. The task is: Predict the reaction yield, written as a fraction of the theoretical maximum amount of product (1.0 means a 100% yield; for example, 0.34 means a 34% yield). (1) The reactants are [C:1]([O:5][C:6]([N:8]1[CH2:13][CH2:12][CH:11]([C:14](=O)[CH2:15][C:16]([O:18][CH2:19][CH3:20])=[O:17])[CH2:10][CH2:9]1)=[O:7])([CH3:4])([CH3:3])[CH3:2].[H-].[Na+].Br.Br[CH2:26][C:27]([C:29]1[CH:34]=[CH:33][N:32]=[CH:31][CH:30]=1)=O.C([O-])(=O)C.[NH4+:39]. The catalyst is C1COCC1. The product is [C:1]([O:5][C:6]([N:8]1[CH2:13][CH2:12][CH:11]([C:14]2[NH:39][C:27]([C:29]3[CH:34]=[CH:33][N:32]=[CH:31][CH:30]=3)=[CH:26][C:15]=2[C:16]([O:18][CH2:19][CH3:20])=[O:17])[CH2:10][CH2:9]1)=[O:7])([CH3:4])([CH3:3])[CH3:2]. The yield is 0.470. (2) The reactants are [Li+].C[Si]([N-][Si](C)(C)C)(C)C.[Cl:11][C:12]1[N:13]=[C:14]([Cl:21])[C:15]2[CH:20]=[CH:19][NH:18][C:16]=2[N:17]=1.[CH3:22][Si:23]([CH2:26][CH2:27][O:28][CH2:29]Cl)([CH3:25])[CH3:24]. The catalyst is C1COCC1. The product is [Cl:11][C:12]1[N:13]=[C:14]([Cl:21])[C:15]2[CH:20]=[CH:19][N:18]([CH2:29][O:28][CH2:27][CH2:26][Si:23]([CH3:25])([CH3:24])[CH3:22])[C:16]=2[N:17]=1. The yield is 0.790. (3) The catalyst is C(OCC)(=O)C.O. The yield is 0.300. The product is [N:2]1[CH:7]=[CH:6][CH:5]=[CH:4][C:3]=1[CH2:8][CH2:9][C:10]1[CH:15]=[CH:14][C:13]([CH2:16][C:17]2[CH:27]=[C:26]([C:28]3[C:29]([NH2:35])=[N:30][C:31]([NH2:34])=[CH:32][CH:33]=3)[O:19][N:18]=2)=[CH:12][CH:11]=1. The reactants are Cl.[N:2]1[CH:7]=[CH:6][CH:5]=[CH:4][C:3]=1[CH2:8][CH2:9][C:10]1[CH:15]=[CH:14][C:13]([CH2:16][C:17](Cl)=[N:18][OH:19])=[CH:12][CH:11]=1.CN(C)C=O.[C:26]([C:28]1[C:29]([NH2:35])=[N:30][C:31]([NH2:34])=[CH:32][CH:33]=1)#[CH:27].C(N(CC)CC)C. (4) The reactants are [CH3:1][S:2](Cl)(=[O:4])=[O:3].[Cl:6][C:7]1[C:8]([CH2:36][OH:37])=[C:9]([C:32]([F:35])([F:34])[F:33])[CH:10]=[C:11]2[C:16]=1[NH:15][C:14](=[O:17])[N:13]([CH2:18][C:19]1[CH:24]=[C:23]([Cl:25])[CH:22]=[CH:21][C:20]=1[S:26]([CH2:29][CH3:30])(=[O:28])=[O:27])[C:12]2=[O:31].C(N(CC)CC)C.O. The catalyst is C(Cl)Cl. The product is [Cl:6][C:7]1[C:8]([CH2:36][O:37][S:2]([CH3:1])(=[O:4])=[O:3])=[C:9]([C:32]([F:34])([F:33])[F:35])[CH:10]=[C:11]2[C:16]=1[NH:15][C:14](=[O:17])[N:13]([CH2:18][C:19]1[CH:24]=[C:23]([Cl:25])[CH:22]=[CH:21][C:20]=1[S:26]([CH2:29][CH3:30])(=[O:27])=[O:28])[C:12]2=[O:31]. The yield is 0.930. (5) The reactants are [F:1][C:2]([F:27])([F:26])[C:3]1[CH:4]=[C:5]([C:9]2[N:14]=[CH:13][C:12]([C@@H:15]3[CH2:17][C@H:16]3[NH:18]C(=O)OC(C)(C)C)=[CH:11][CH:10]=2)[CH:6]=[CH:7][CH:8]=1.[ClH:28]. The catalyst is C(OCC)C. The product is [ClH:28].[ClH:28].[F:27][C:2]([F:1])([F:26])[C:3]1[CH:4]=[C:5]([C:9]2[N:14]=[CH:13][C:12]([C@@H:15]3[CH2:17][C@H:16]3[NH2:18])=[CH:11][CH:10]=2)[CH:6]=[CH:7][CH:8]=1. The yield is 0.862. (6) The reactants are [CH:1]([N:4]([CH:8]([CH3:10])[CH3:9])[CH2:5][CH2:6][OH:7])([CH3:3])[CH3:2].F[C:12]1[CH:21]=[C:20]2[C:15]([C:16](=[O:22])[NH:17][CH:18]=[N:19]2)=[CH:14][CH:13]=1. No catalyst specified. The product is [CH:1]([N:4]([CH:8]([CH3:10])[CH3:9])[CH2:5][CH2:6][O:7][C:12]1[CH:21]=[C:20]2[C:15]([C:16](=[O:22])[NH:17][CH:18]=[N:19]2)=[CH:14][CH:13]=1)([CH3:3])[CH3:2]. The yield is 0.760. (7) The reactants are [C:1]([O:4][BH-](OC(=O)C)OC(=O)C)(=O)[CH3:2].[Na+].[CH3:15][O:16][C:17]1C(C)=[CH:21][N:20]=[C:19]([CH2:24][N:25]2[N:53]=[C:29]3[CH2:30][C:31](=O)[C:32]4[CH2:33][S:34][N:35]=[C:36]([N:37](C(OC(C)(C)C)=O)C(OC(C)(C)C)=O)[C:27]([C:28]=43)=[N:26]2)[C:18]=1[CH3:54].Cl[CH:56](Cl)[CH3:57].[CH3:59][NH2:60].[OH-].[Na+]. The catalyst is O1CCCC1.C(O)(=O)C.CO. The product is [NH2:37][C:36]1[C:27]2[C:28]3[C:29](=[N:53][N:25]([CH2:24][C:19]4[C:18]([CH3:54])=[C:17]([O:16][CH3:15])[C:56]([CH3:57])=[CH:21][N:20]=4)[N:26]=2)[CH2:30][CH:31]([N:60]([CH3:59])[C:1](=[O:4])[CH3:2])[C:32]=3[CH2:33][S:34][N:35]=1. The yield is 0.790.